This data is from Peptide-MHC class I binding affinity with 185,985 pairs from IEDB/IMGT. The task is: Regression. Given a peptide amino acid sequence and an MHC pseudo amino acid sequence, predict their binding affinity value. This is MHC class I binding data. (1) The peptide sequence is YTAVVKLVY. The MHC is HLA-B46:01 with pseudo-sequence HLA-B46:01. The binding affinity (normalized) is 0.677. (2) The peptide sequence is NVGRILGYV. The MHC is HLA-A02:06 with pseudo-sequence HLA-A02:06. The binding affinity (normalized) is 0.778. (3) The peptide sequence is LYILFLVKM. The MHC is HLA-A29:02 with pseudo-sequence HLA-A29:02. The binding affinity (normalized) is 0.149. (4) The peptide sequence is ALPPVAPV. The MHC is HLA-A02:06 with pseudo-sequence HLA-A02:06. The binding affinity (normalized) is 0.478. (5) The peptide sequence is LYRPNIPLK. The MHC is HLA-B08:01 with pseudo-sequence HLA-B08:01. The binding affinity (normalized) is 0.0376. (6) The peptide sequence is RWFVRNPFF. The MHC is HLA-A30:01 with pseudo-sequence HLA-A30:01. The binding affinity (normalized) is 0.564. (7) The peptide sequence is MSYYCKSHK. The MHC is HLA-A33:01 with pseudo-sequence HLA-A33:01. The binding affinity (normalized) is 0.319. (8) The peptide sequence is GEVLAWKFDPT. The MHC is Mamu-A11 with pseudo-sequence Mamu-A11. The binding affinity (normalized) is 0.206.